From a dataset of Reaction yield outcomes from USPTO patents with 853,638 reactions. Predict the reaction yield, written as a fraction of the theoretical maximum amount of product (1.0 means a 100% yield; for example, 0.34 means a 34% yield). (1) The reactants are [CH2:1]([O:8][C:9]1[CH:14]=[C:13]([O:15][CH2:16][C:17]2[CH:22]=[CH:21][CH:20]=[CH:19][CH:18]=2)[C:12](Br)=[CH:11][C:10]=1[C:24]([N:26]1[CH2:34][C:33]2[C:28](=[CH:29][CH:30]=[CH:31][CH:32]=2)[CH2:27]1)=[O:25])[C:2]1[CH:7]=[CH:6][CH:5]=[CH:4][CH:3]=1.[F:35][C:36]([F:41])([F:40])C([O-])=O.[Na+]. The catalyst is [Cu]I. The product is [CH2:1]([O:8][C:9]1[CH:14]=[C:13]([O:15][CH2:16][C:17]2[CH:22]=[CH:21][CH:20]=[CH:19][CH:18]=2)[C:12]([C:36]([F:41])([F:40])[F:35])=[CH:11][C:10]=1[C:24]([N:26]1[CH2:34][C:33]2[C:28](=[CH:29][CH:30]=[CH:31][CH:32]=2)[CH2:27]1)=[O:25])[C:2]1[CH:7]=[CH:6][CH:5]=[CH:4][CH:3]=1. The yield is 0.290. (2) The reactants are C(P(C(C)(C)C)C1C=CC=CC=1C1C=CC=CC=1)(C)(C)C.[C:22]([O:26][C:27]([N:29]1[CH2:47][CH2:46][N:32]2[C:33](=[O:45])[C:34]3[C:39]([C@@H:31]2[CH2:30]1)=[CH:38][C:37](Br)=[CH:36][C:35]=3[C:41]([F:44])([F:43])[F:42])=[O:28])([CH3:25])([CH3:24])[CH3:23].C(=[NH:61])(C1C=CC=CC=1)C1C=CC=CC=1.CC(C)([O-])C.[Na+].C([O-])(=O)C.[Na+].Cl.NO. The catalyst is C1(C)C=CC=CC=1.C1C=CC(/C=C/C(/C=C/C2C=CC=CC=2)=O)=CC=1.C1C=CC(/C=C/C(/C=C/C2C=CC=CC=2)=O)=CC=1.C1C=CC(/C=C/C(/C=C/C2C=CC=CC=2)=O)=CC=1.[Pd].[Pd]. The product is [C:22]([O:26][C:27]([N:29]1[CH2:47][CH2:46][N:32]2[C:33](=[O:45])[C:34]3[C:39]([C@@H:31]2[CH2:30]1)=[CH:38][C:37]([NH2:61])=[CH:36][C:35]=3[C:41]([F:44])([F:43])[F:42])=[O:28])([CH3:25])([CH3:24])[CH3:23]. The yield is 0.500. (3) The reactants are [NH2:1][C:2]1[CH:3]=[C:4]([C:20]2[C:21]([NH2:29])=[N:22][C:23]([NH2:28])=[N:24][C:25]=2[CH2:26][CH3:27])[CH:5]=[CH:6][C:7]=1[NH:8][CH2:9][C:10]1[CH:15]=[CH:14][C:13]([S:16]([CH3:19])(=[O:18])=[O:17])=[CH:12][CH:11]=1.C([O-])(O)=O.[Na+].[C:35](O)(=O)[CH3:36]. No catalyst specified. The product is [CH2:26]([C:25]1[N:24]=[C:23]([NH2:28])[N:22]=[C:21]([NH2:29])[C:20]=1[C:4]1[CH:5]=[CH:6][C:7]2[N:8]([CH2:9][C:10]3[CH:15]=[CH:14][C:13]([S:16]([CH3:19])(=[O:18])=[O:17])=[CH:12][CH:11]=3)[C:35]([CH3:36])=[N:1][C:2]=2[CH:3]=1)[CH3:27]. The yield is 0.0900. (4) The yield is 0.620. The reactants are [CH2:1]([O:8][C:9]([NH:11][C@@H:12]([CH2:17][O:18][CH2:19][C@H:20]([O:30][CH2:31][C:32]([CH3:34])=[CH2:33])[C@@H:21]([O:25][CH2:26][C:27]([CH3:29])=[CH2:28])[C@@H:22]([OH:24])[CH3:23])[C:13](OC)=[O:14])=[O:10])[C:2]1[CH:7]=[CH:6][CH:5]=[CH:4][CH:3]=1.[Li+].[OH-].CC1C=CC=C([N+]([O-])=O)C=1C(OC(C1C([N+]([O-])=O)=CC=CC=1C)=O)=O. The catalyst is C1COCC1.O.CCOC(C)=O.C1(C)C=CC=CC=1.CN(C1C=CN=CC=1)C. The product is [CH3:23][C@@H:22]1[O:24][C:13](=[O:14])[C@@H:12]([NH:11][C:9](=[O:10])[O:8][CH2:1][C:2]2[CH:7]=[CH:6][CH:5]=[CH:4][CH:3]=2)[CH2:17][O:18][CH2:19][C@H:20]([O:30][CH2:31][C:32]([CH3:34])=[CH2:33])[C@H:21]1[O:25][CH2:26][C:27]([CH3:29])=[CH2:28]. (5) The reactants are C[O:2][C:3]1[N:4]=[N:5][C:6]([S:9]([N:12]2[CH:16]=[CH:15][CH:14]=[CH:13]2)(=[O:11])=[O:10])=[CH:7][CH:8]=1.Cl. The catalyst is O1CCOCC1. The product is [N:12]1([S:9]([C:6]2[CH:7]=[CH:8][C:3](=[O:2])[NH:4][N:5]=2)(=[O:11])=[O:10])[CH:16]=[CH:15][CH:14]=[CH:13]1. The yield is 0.690.